This data is from Forward reaction prediction with 1.9M reactions from USPTO patents (1976-2016). The task is: Predict the product of the given reaction. (1) Given the reactants S([O:8][S:9]([C:12]([F:15])([F:14])[F:13])(=[O:11])=[O:10])(C(F)(F)F)(=O)=O.[F:16][C@@:17]1([CH2:30]O)[CH2:22][CH2:21][CH2:20][N:19]([C:23]([O:25][C:26]([CH3:29])([CH3:28])[CH3:27])=[O:24])[CH2:18]1.C(N(CC)CC)C, predict the reaction product. The product is: [F:16][C@@:17]1([CH2:30][O:8][S:9]([C:12]([F:13])([F:14])[F:15])(=[O:10])=[O:11])[CH2:22][CH2:21][CH2:20][N:19]([C:23]([O:25][C:26]([CH3:29])([CH3:28])[CH3:27])=[O:24])[CH2:18]1. (2) Given the reactants Cl.[NH2:2][CH2:3][CH2:4][CH2:5][O:6][C:7]1[C:8]([O:39][CH3:40])=[C:9]([C@@H:13]2[C:19]3[CH:20]=[C:21]([Cl:24])[CH:22]=[CH:23][C:18]=3[N:17]([CH3:25])[C:16](=[O:26])[C@@H:15]([CH2:27][C:28]([NH:30][CH2:31][C:32]3[CH:37]=[CH:36][CH:35]=[CH:34][C:33]=3[F:38])=[O:29])[O:14]2)[CH:10]=[CH:11][CH:12]=1.[C:41]1([CH2:47][CH2:48][CH:49]=O)[CH:46]=[CH:45][CH:44]=[CH:43][CH:42]=1, predict the reaction product. The product is: [ClH:24].[Cl:24][C:21]1[CH:22]=[CH:23][C:18]2[N:17]([CH3:25])[C:16](=[O:26])[C@@H:15]([CH2:27][C:28]([NH:30][CH2:31][C:32]3[CH:37]=[CH:36][CH:35]=[CH:34][C:33]=3[F:38])=[O:29])[O:14][C@H:13]([C:9]3[CH:10]=[CH:11][CH:12]=[C:7]([O:6][CH2:5][CH2:4][CH2:3][NH:2][CH2:49][CH2:48][CH2:47][C:41]4[CH:46]=[CH:45][CH:44]=[CH:43][CH:42]=4)[C:8]=3[O:39][CH3:40])[C:19]=2[CH:20]=1. (3) Given the reactants [CH2:1]([N:8]1[C:17]2[C:12](=[CH:13][CH:14]=[CH:15][N:16]=2)[CH:11]=[C:10]([C:18](O)=[O:19])[C:9]1=[O:21])[C:2]1[CH:7]=[CH:6][CH:5]=[CH:4][CH:3]=1.C(Cl)(=O)C([Cl:25])=O.CN(C)C=O, predict the reaction product. The product is: [CH2:1]([N:8]1[C:17]2[C:12](=[CH:13][CH:14]=[CH:15][N:16]=2)[CH:11]=[C:10]([C:18]([Cl:25])=[O:19])[C:9]1=[O:21])[C:2]1[CH:7]=[CH:6][CH:5]=[CH:4][CH:3]=1. (4) The product is: [CH2:15]([O:19][C:20]([N:22]1[CH2:27][CH2:26][N:25]([C:12](=[O:14])[CH2:10][NH:11][C:12]([C:10]2[N:11]=[C:7]([C:1]3[CH:2]=[CH:3][CH:4]=[CH:5][CH:6]=3)[S:8][CH:9]=2)=[O:14])[CH2:24][CH2:23]1)=[O:21])[CH2:16][CH2:17][CH3:18]. Given the reactants [C:1]1([C:7]2[S:8][CH:9]=[C:10]([C:12]([OH:14])=O)[N:11]=2)[CH:6]=[CH:5][CH:4]=[CH:3][CH:2]=1.[CH2:15]([O:19][C:20]([N:22]1[CH2:27][CH2:26][NH:25][CH2:24][CH2:23]1)=[O:21])[CH2:16][CH2:17][CH3:18], predict the reaction product. (5) Given the reactants [C:1]([C:5]1[CH:10]=[CH:9][C:8]([S:11](Cl)(=[O:13])=[O:12])=[CH:7][CH:6]=1)([CH3:4])([CH3:3])[CH3:2].[NH2:15][C@H:16]([C:37]1[CH:42]=[CH:41][CH:40]=[CH:39][CH:38]=1)[CH2:17][CH2:18][N:19]1[CH2:24][CH2:23][CH:22]([C:25]2[CH:26]=[C:27]([NH:31][C:32](=[O:36])[CH:33]([CH3:35])[CH3:34])[CH:28]=[CH:29][CH:30]=2)[CH2:21][CH2:20]1, predict the reaction product. The product is: [C:1]([C:5]1[CH:10]=[CH:9][C:8]([S:11]([NH:15][C@H:16]([C:37]2[CH:38]=[CH:39][CH:40]=[CH:41][CH:42]=2)[CH2:17][CH2:18][N:19]2[CH2:24][CH2:23][CH:22]([C:25]3[CH:26]=[C:27]([NH:31][C:32](=[O:36])[CH:33]([CH3:35])[CH3:34])[CH:28]=[CH:29][CH:30]=3)[CH2:21][CH2:20]2)(=[O:13])=[O:12])=[CH:7][CH:6]=1)([CH3:4])([CH3:3])[CH3:2]. (6) Given the reactants [C:1]1([C:8]2[CH:13]=[CH:12][CH:11]=[CH:10][CH:9]=2)[C:2]([NH2:7])=[CH:3][CH:4]=[CH:5][CH:6]=1.[S:14](Cl)([C:17]1[CH:23]=[CH:22][C:20]([CH3:21])=[CH:19][CH:18]=1)(=[O:16])=[O:15].Br[CH2:26][C:27](OCC)=[O:28], predict the reaction product. The product is: [C:20]1([CH3:21])[CH:22]=[CH:23][C:17]([S:14]([N:7]2[CH2:26][C:27](=[O:28])[C:13]3[CH:12]=[CH:11][CH:10]=[CH:9][C:8]=3[C:1]3[CH:6]=[CH:5][CH:4]=[CH:3][C:2]2=3)(=[O:16])=[O:15])=[CH:18][CH:19]=1. (7) The product is: [C:1]([O:5][C:6](=[O:28])[C:7]1[CH:12]=[CH:11][C:10]([CH:13]([C:14]2[C:22]3[C:17](=[CH:18][C:19]([C:23]#[N:24])=[CH:20][CH:21]=3)[NH:16][CH:15]=2)[OH:45])=[C:9]([Br:27])[CH:8]=1)([CH3:4])([CH3:3])[CH3:2]. Given the reactants [C:1]([O:5][C:6](=[O:28])[C:7]1[CH:12]=[CH:11][C:10]([CH2:13][C:14]2[C:22]3[C:17](=[CH:18][C:19]([C:23]#[N:24])=[CH:20][CH:21]=3)[N:16](CC)[CH:15]=2)=[C:9]([Br:27])[CH:8]=1)([CH3:4])([CH3:3])[CH3:2].C[NH-].C(C1C=C2C(C=CN2)=CC=1)#N.CC(C)([O-:45])C.[K+], predict the reaction product. (8) Given the reactants [Br:1][C:2]1[N:6]2[CH:7]=[CH:8][CH:9]=[CH:10][C:5]2=[C:4]([CH:11]=O)[N:3]=1.Cl.[F:14][C:15]1([F:21])[CH2:20][CH2:19][NH:18][CH2:17][CH2:16]1.C(O[BH-](OC(=O)C)OC(=O)C)(=O)C.[Na+].C([O-])(O)=O.[Na+], predict the reaction product. The product is: [Br:1][C:2]1[N:6]2[CH:7]=[CH:8][CH:9]=[CH:10][C:5]2=[C:4]([CH2:11][N:18]2[CH2:19][CH2:20][C:15]([F:21])([F:14])[CH2:16][CH2:17]2)[N:3]=1. (9) Given the reactants [CH3:1][C:2]1[CH:8]=[CH:7][C:6]([CH3:9])=[CH:5][C:3]=1[NH2:4].[CH:10](=O)/[CH:11]=[CH:12]/[CH3:13], predict the reaction product. The product is: [CH3:13][C:12]1[CH:11]=[CH:10][C:5]2[C:3](=[C:2]([CH3:1])[CH:8]=[CH:7][C:6]=2[CH3:9])[N:4]=1. (10) The product is: [NH:46]1[CH:47]=[C:40]([CH2:41][C@@H:3]2[O:4][CH2:5][CH2:6][NH:1][C:2]2=[O:7])[N:13]=[CH:44]1. Given the reactants [NH:1]1[CH2:6][CH2:5][O:4][CH2:3][C:2]1=[O:7].[N+]([O-])([O-])=O.[Ce+4].[NH4+:13].[N+]([O-])([O-])=O.[N+]([O-])([O-])=O.[N+]([O-])([O-])=O.[N+]([O-])([O-])=O.C(=O)([O-])[O-].[K+].[K+].C(O[CH2:40][CH3:41])(=O)C.CO.[CH2:44]([NH:46][CH2:47]C)C, predict the reaction product.